The task is: Predict the product of the given reaction.. This data is from Forward reaction prediction with 1.9M reactions from USPTO patents (1976-2016). (1) Given the reactants [CH3:1][O:2][C:3]([C:5]1[CH:6]=[C:7]2[CH:13]=[CH:12][NH:11][C:8]2=[N:9][CH:10]=1)=[O:4].[F:14][C:15]1[C:20](C=O)=[C:19]([F:23])[CH:18]=[CH:17][C:16]=1[NH:24][S:25]([CH2:28][CH2:29][CH3:30])(=[O:27])=[O:26].[OH-:31].[K+].O.[CH3:34]O, predict the reaction product. The product is: [CH3:1][O:2][C:3]([C:5]1[CH:6]=[C:7]2[C:13]([C:20]3[C:19]([F:23])=[CH:18][CH:17]=[C:16]([NH:24][S:25]([CH2:28][CH2:29][CH3:30])(=[O:26])=[O:27])[C:15]=3[F:14])=[C:12]([OH:31])[N:11]([CH3:34])[C:8]2=[N:9][CH:10]=1)=[O:4]. (2) Given the reactants [C:1]([C:3]1([C:6]2[CH:7]=[C:8]([CH:20]=[CH:21][CH:22]=2)[C:9]([NH:11][C:12]2[CH:17]=[CH:16][C:15]([CH3:18])=[C:14]([OH:19])[CH:13]=2)=[O:10])[CH2:5][CH2:4]1)#[N:2].F[C:24]1[CH:29]=[CH:28][C:27]([N+:30]([O-:32])=[O:31])=[CH:26][CH:25]=1.C(=O)([O-])[O-].[K+].[K+], predict the reaction product. The product is: [C:1]([C:3]1([C:6]2[CH:7]=[C:8]([CH:20]=[CH:21][CH:22]=2)[C:9]([NH:11][C:12]2[CH:17]=[CH:16][C:15]([CH3:18])=[C:14]([O:19][C:24]3[CH:29]=[CH:28][C:27]([N+:30]([O-:32])=[O:31])=[CH:26][CH:25]=3)[CH:13]=2)=[O:10])[CH2:5][CH2:4]1)#[N:2]. (3) Given the reactants [NH:1]1[C:5]2[CH:6]=[CH:7][C:8]([NH2:10])=[CH:9][C:4]=2[N:3]=[CH:2]1.[CH:11]1([N:14]2[CH2:19][CH2:18][N:17]([C:20]3[CH:27]=[CH:26][C:23]([CH:24]=O)=[CH:22][CH:21]=3)[CH2:16][CH2:15]2)[CH2:13][CH2:12]1.[C:28](OC(C)(C)C)(=[O:33])[CH2:29][C:30]([O-])=[O:31].C(=O)(OC)OC(C)(C)C[N+]#[C-].CC(C)([O-])C.[Na+], predict the reaction product. The product is: [NH:1]1[C:5]2[CH:6]=[CH:7][C:8]([N:10]3[CH:24]([C:23]4[CH:26]=[CH:27][C:20]([N:17]5[CH2:18][CH2:19][N:14]([CH:11]6[CH2:13][CH2:12]6)[CH2:15][CH2:16]5)=[CH:21][CH:22]=4)[C:30](=[O:31])[CH2:29][C:28]3=[O:33])=[CH:9][C:4]=2[N:3]=[CH:2]1. (4) The product is: [OH:8][C@@H:9]1[C:13]2[N:14]=[CH:15][N:16]=[C:17]([N:18]3[CH2:23][CH2:22][N:21]([C:24]([O:26][C:27]([CH3:30])([CH3:29])[CH3:28])=[O:25])[CH2:20][CH2:19]3)[C:12]=2[C@H:11]([CH3:31])[CH2:10]1. Given the reactants BrC1C=CC(C([O:8][C@@H:9]2[C:13]3[N:14]=[CH:15][N:16]=[C:17]([N:18]4[CH2:23][CH2:22][N:21]([C:24]([O:26][C:27]([CH3:30])([CH3:29])[CH3:28])=[O:25])[CH2:20][CH2:19]4)[C:12]=3[C@H:11]([CH3:31])[CH2:10]2)=O)=CC=1.O.O.[OH-].[Li+], predict the reaction product. (5) Given the reactants C[O:2][CH:3]1[CH:7]([CH:8]=O)[CH2:6][CH:5](OC)O1.[CH2:12]([O:14][C:15]([C:17]1[CH:21]=[C:20]([NH2:22])[N:19]([C:23]2[CH:24]=[N:25][C:26]([O:29][CH3:30])=[CH:27][CH:28]=2)[N:18]=1)=[O:16])[CH3:13], predict the reaction product. The product is: [CH2:12]([O:14][C:15]([C:17]1[CH:21]=[C:20]([N:22]2[CH:5]=[CH:6][C:7]([CH:3]=[O:2])=[CH:8]2)[N:19]([C:23]2[CH:24]=[N:25][C:26]([O:29][CH3:30])=[CH:27][CH:28]=2)[N:18]=1)=[O:16])[CH3:13]. (6) The product is: [CH3:22][N:21]([CH3:23])[C:18]1[N:17]=[CH:16][C:15]([C:12]2[N:11]=[C:10]([C:6]3[CH:5]=[C:4]([CH:9]=[CH:8][CH:7]=3)[C:3]([OH:24])=[O:2])[O:14][N:13]=2)=[CH:20][CH:19]=1. Given the reactants C[O:2][C:3](=[O:24])[C:4]1[CH:9]=[CH:8][CH:7]=[C:6]([C:10]2[O:14][N:13]=[C:12]([C:15]3[CH:16]=[N:17][C:18]([N:21]([CH3:23])[CH3:22])=[CH:19][CH:20]=3)[N:11]=2)[CH:5]=1.[Li+].[OH-], predict the reaction product. (7) Given the reactants C1CCN2C(=NCCC2)CC1.[CH2:12](Br)[C:13]1[CH:18]=[CH:17][CH:16]=[CH:15][CH:14]=1.[C:20]([O:24][C:25]([N:27]1[CH2:31][CH2:30][C@H:29]([C:32]([OH:34])=[O:33])[CH2:28]1)=[O:26])([CH3:23])([CH3:22])[CH3:21], predict the reaction product. The product is: [N:27]1([C:25]([O:24][C:20]([CH3:23])([CH3:22])[CH3:21])=[O:26])[CH2:31][CH2:30][C@H:29]([C:32]([O:34][CH2:12][C:13]2[CH:18]=[CH:17][CH:16]=[CH:15][CH:14]=2)=[O:33])[CH2:28]1.